Task: Predict which catalyst facilitates the given reaction.. Dataset: Catalyst prediction with 721,799 reactions and 888 catalyst types from USPTO (1) Reactant: [Br:1][C:2]1[CH:7]=[C:6]([N+:8]([O-])=O)[C:5]([CH3:11])=[CH:4][C:3]=1[CH3:12].[CH:13]([Mg]Br)=[CH2:14].O. Product: [Br:1][C:2]1[C:3]([CH3:12])=[CH:4][C:5]([CH3:11])=[C:6]2[C:7]=1[CH:13]=[CH:14][NH:8]2. The catalyst class is: 1. (2) Reactant: CCN(C(C)C)C(C)C.[CH:10]1([NH:13][C:14]([C:16]2[CH:17]=[CH:18][C:19]([CH3:35])=[C:20]([C:22]3[CH:31]=[C:30]4[C:25]([CH:26]=[C:27]([C:32]([OH:34])=O)[N:28]=[CH:29]4)=[CH:24][CH:23]=3)[CH:21]=2)=[O:15])[CH2:12][CH2:11]1.[CH3:36][N:37]([CH3:41])[CH2:38][CH2:39][NH2:40].CN(C(ON1N=NC2C=CC=NC1=2)=[N+](C)C)C.F[P-](F)(F)(F)(F)F. Product: [CH:10]1([NH:13][C:14]([C:16]2[CH:17]=[CH:18][C:19]([CH3:35])=[C:20]([C:22]3[CH:31]=[C:30]4[C:25]([CH:26]=[C:27]([C:32]([NH:40][CH2:39][CH2:38][N:37]([CH3:41])[CH3:36])=[O:34])[N:28]=[CH:29]4)=[CH:24][CH:23]=3)[CH:21]=2)=[O:15])[CH2:12][CH2:11]1. The catalyst class is: 18. (3) Reactant: FC(F)(F)C(O)=O.[CH3:8][CH:9]([O:13][C:14](=[O:31])[CH:15]([NH:23]C(OC(C)(C)C)=O)[CH2:16][C:17]1[CH:22]=[CH:21][CH:20]=[CH:19][CH:18]=1)[C:10](=O)[CH3:11].C1(C)C=CC=CC=1.[C-:39]#[N:40].[Na+]. Product: [CH2:16]([C@@H:15]1[NH:23][C@@:10]([CH3:11])([C:39]#[N:40])[C@H:9]([CH3:8])[O:13][C:14]1=[O:31])[C:17]1[CH:18]=[CH:19][CH:20]=[CH:21][CH:22]=1. The catalyst class is: 4. (4) Reactant: [CH:1](=O)[C:2]1[CH:7]=[CH:6][CH:5]=[CH:4][CH:3]=1.[CH3:9][O:10][C:11]1[CH:16]=[C:15]([CH3:17])[N:14]=[C:13]([NH2:18])[N:12]=1.S([O-])([O-])(=O)=O.[Mg+2]. Product: [CH:1](=[N:18][C:13]1[N:12]=[C:11]([O:10][CH3:9])[CH:16]=[C:15]([CH3:17])[N:14]=1)[C:2]1[CH:7]=[CH:6][CH:5]=[CH:4][CH:3]=1. The catalyst class is: 8. (5) Reactant: [CH3:1][C@@H:2]([CH2:5][C:6]1[CH:7]=[C:8]2[C:13](=[CH:14][CH:15]=1)[N:12]=[CH:11][CH:10]=[N:9]2)[CH2:3][OH:4].CC1(C)N([O])C(C)(C)CCC1.[K+].[Br-].Cl[O-].[Na+].C([O-])(O)=O.[Na+]. Product: [CH3:1][C@@H:2]([CH2:5][C:6]1[CH:7]=[C:8]2[C:13](=[CH:14][CH:15]=1)[N:12]=[CH:11][CH:10]=[N:9]2)[CH:3]=[O:4]. The catalyst class is: 93.